Dataset: Reaction yield outcomes from USPTO patents with 853,638 reactions. Task: Predict the reaction yield, written as a fraction of the theoretical maximum amount of product (1.0 means a 100% yield; for example, 0.34 means a 34% yield). (1) The yield is 0.830. The product is [Br:1][C:2]1[CH:3]=[C:4]([NH:10][C:11]2[N:16]=[CH:15][C:14]([N:17]3[CH2:22][CH2:21][N:20]([C:23]([O:25][C:26]([CH3:29])([CH3:28])[CH3:27])=[O:24])[CH2:19][C@@H:18]3[CH3:31])=[CH:13][CH:12]=2)[C:5](=[O:9])[N:6]([CH3:8])[CH:7]=1. No catalyst specified. The reactants are [Br:1][C:2]1[CH:3]=[C:4]([NH:10][C:11]2[N:16]=[CH:15][C:14]([N:17]3[CH2:22][CH2:21][N:20]([C:23]([O:25][C:26]([CH3:29])([CH3:28])[CH3:27])=[O:24])[CH2:19][CH2:18]3)=[CH:13][CH:12]=2)[C:5](=[O:9])[N:6]([CH3:8])[CH:7]=1.N[C:31]1N=CC(N2CCN(C(OC(C)(C)C)=O)C[C@@H]2C)=CC=1.BrC1C(=O)N(C)C=C(Br)C=1. (2) The reactants are [F:1][C:2]1[CH:3]=[C:4]([C:12]2[CH:17]=[CH:16][CH:15]=[CH:14][CH:13]=2)[CH:5]=[CH:6][C:7]=1[C:8]([O:10]C)=[O:9].[OH-].[Na+].Cl. The catalyst is C1COCC1. The product is [F:1][C:2]1[CH:3]=[C:4]([C:12]2[CH:13]=[CH:14][CH:15]=[CH:16][CH:17]=2)[CH:5]=[CH:6][C:7]=1[C:8]([OH:10])=[O:9]. The yield is 0.930. (3) The reactants are C(OC([N:8]1[CH2:13][CH2:12][N:11]([C:14]2[CH:19]=[CH:18][C:17]([O:20][C:21]3[CH:26]=[CH:25][CH:24]=[CH:23][CH:22]=3)=[CH:16][CH:15]=2)[CH2:10][CH2:9]1)=O)(C)(C)C.[ClH:27]. The catalyst is O1CCOCC1. The product is [ClH:27].[O:20]([C:17]1[CH:18]=[CH:19][C:14]([N:11]2[CH2:12][CH2:13][NH:8][CH2:9][CH2:10]2)=[CH:15][CH:16]=1)[C:21]1[CH:22]=[CH:23][CH:24]=[CH:25][CH:26]=1. The yield is 0.990. (4) The reactants are [F:1][C:2]1[CH:11]=[C:10]2[C:5]([CH:6]=[C:7]([C@@H:18]([NH2:20])[CH3:19])[C:8]([C:12]3[CH:17]=[CH:16][CH:15]=[CH:14][N:13]=3)=[N:9]2)=[CH:4][CH:3]=1.Cl[C:22]1[C:27]([C:28]#[N:29])=[C:26](Cl)[N:25]=[CH:24][N:23]=1.C([N:34](CC)C(C)C)(C)C.N. The catalyst is C1COCC1.O1CCOCC1. The product is [NH2:34][C:22]1[C:27]([C:28]#[N:29])=[C:26]([NH:20][C@H:18]([C:7]2[C:8]([C:12]3[CH:17]=[CH:16][CH:15]=[CH:14][N:13]=3)=[N:9][C:10]3[C:5]([CH:6]=2)=[CH:4][CH:3]=[C:2]([F:1])[CH:11]=3)[CH3:19])[N:25]=[CH:24][N:23]=1. The yield is 0.150. (5) The catalyst is C1COCC1. The reactants are [C:1]([O:9][C@H:10]1[CH2:15][CH2:14][C@@H:13]([O:16][Si](C(C)(C)C)(C)C)[CH2:12][C@@H:11]1[C:24]1[N:28]([CH3:29])[N:27]=[CH:26][CH:25]=1)(=[O:8])[C:2]1[CH:7]=[CH:6][CH:5]=[CH:4][CH:3]=1.[F-].C([N+](CCCC)(CCCC)CCCC)CCC. The product is [C:1]([O:9][C@H:10]1[CH2:15][CH2:14][C@@H:13]([OH:16])[CH2:12][C@@H:11]1[C:24]1[N:28]([CH3:29])[N:27]=[CH:26][CH:25]=1)(=[O:8])[C:2]1[CH:3]=[CH:4][CH:5]=[CH:6][CH:7]=1. The yield is 0.920.